Task: Predict the reactants needed to synthesize the given product.. Dataset: Full USPTO retrosynthesis dataset with 1.9M reactions from patents (1976-2016) (1) The reactants are: [F:1][C:2]1[CH:7]=[CH:6][C:5]([S:8]([C:11]2[CH:12]=[CH:13][C:14]([CH2:21][CH2:22][CH3:23])=[C:15]([S:17](Cl)(=[O:19])=[O:18])[CH:16]=2)(=[O:10])=[O:9])=[CH:4][CH:3]=1.[CH2:24]([NH2:32])[CH2:25][C:26]1[CH:31]=[CH:30][CH:29]=[CH:28][CH:27]=1. Given the product [F:1][C:2]1[CH:7]=[CH:6][C:5]([S:8]([C:11]2[CH:12]=[CH:13][C:14]([CH2:21][CH2:22][CH3:23])=[C:15]([S:17]([NH:32][CH2:24][CH2:25][C:26]3[CH:31]=[CH:30][CH:29]=[CH:28][CH:27]=3)(=[O:19])=[O:18])[CH:16]=2)(=[O:10])=[O:9])=[CH:4][CH:3]=1, predict the reactants needed to synthesize it. (2) Given the product [Cl:1][C:2]1[CH:10]=[C:9]2[C:5]([C:6]([C:11]([OH:16])=[O:17])=[CH:7][NH:8]2)=[CH:4][CH:3]=1, predict the reactants needed to synthesize it. The reactants are: [Cl:1][C:2]1[CH:10]=[C:9]2[C:5]([C:6]([C:11](=[O:16])C(F)(F)F)=[CH:7][NH:8]2)=[CH:4][CH:3]=1.[OH-:17].[K+].Cl. (3) Given the product [O:27]([C:24]1[CH:25]=[CH:26][C:21]([O:20][C:18]2[C:19]3[N:11]([CH:8]4[CH2:9][CH2:10][C:5](=[O:4])[CH2:6][CH2:7]4)[CH:12]=[CH:13][C:14]=3[N:15]=[CH:16][N:17]=2)=[CH:22][CH:23]=1)[C:28]1[CH:33]=[CH:32][CH:31]=[CH:30][CH:29]=1, predict the reactants needed to synthesize it. The reactants are: O1[C:5]2([CH2:10][CH2:9][CH:8]([N:11]3[C:19]4[C:18]([O:20][C:21]5[CH:26]=[CH:25][C:24]([O:27][C:28]6[CH:33]=[CH:32][CH:31]=[CH:30][CH:29]=6)=[CH:23][CH:22]=5)=[N:17][CH:16]=[N:15][C:14]=4[CH:13]=[CH:12]3)[CH2:7][CH2:6]2)[O:4]CC1.Cl.